Dataset: Catalyst prediction with 721,799 reactions and 888 catalyst types from USPTO. Task: Predict which catalyst facilitates the given reaction. (1) Reactant: [CH2:1]([O:8][C:9]1[CH:10]=[C:11]([C:15]2[N:16]=[C:17]([CH:25]3[CH2:28][C:27](=[O:29])[CH2:26]3)[N:18]3[CH:23]=[CH:22][N:21]=[C:20]([Cl:24])[C:19]=23)[CH:12]=[CH:13][CH:14]=1)[C:2]1[CH:7]=[CH:6][CH:5]=[CH:4][CH:3]=1.[CH2:30]([O:37]C1C=C(C2N=C(C3CC(=C)C3)N3C=CN=C(Cl)C=23)C=CC=1)C1C=CC=CC=1.C[N+]1([O-])CCOCC1.[O-]S([O-])=O.[Na+].[Na+]. Product: [CH2:1]([O:8][C:9]1[CH:10]=[C:11]([C:15]2[N:16]=[C:17]([CH:25]3[CH2:28][C:27]([CH2:30][OH:37])([OH:29])[CH2:26]3)[N:18]3[CH:23]=[CH:22][N:21]=[C:20]([Cl:24])[C:19]=23)[CH:12]=[CH:13][CH:14]=1)[C:2]1[CH:7]=[CH:6][CH:5]=[CH:4][CH:3]=1. The catalyst class is: 249. (2) Reactant: [C:1]([O:5][CH3:6])(=[O:4])[CH2:2][SH:3].N1CCCCC1.N#N.[C:15]([O:19][CH3:20])(=[O:18])[CH:16]=[CH2:17].C([O-])(=O)C=C.Cl. Product: [CH3:6][O:5][C:1](=[O:4])[CH2:2][S:3][CH2:17][CH2:16][C:15]([O:19][CH3:20])=[O:18]. The catalyst class is: 310. (3) Reactant: [CH:1](=O)/[CH:2]=[CH:3]/[C:4]1[CH:9]=[CH:8][CH:7]=[CH:6][CH:5]=1.[CH3:11][C:12]([C:14]1[CH:19]=[CH:18][C:17]([O:20][CH3:21])=[CH:16][CH:15]=1)=[O:13].[OH-].[Na+]. Product: [CH3:21][O:20][C:17]1[CH:18]=[CH:19][C:14]([C:12](=[O:13])[CH:11]=[CH:1][CH:2]=[CH:3][C:4]2[CH:9]=[CH:8][CH:7]=[CH:6][CH:5]=2)=[CH:15][CH:16]=1. The catalyst class is: 8. (4) Reactant: [OH-].[Li+].C([O:5][C:6](=[O:38])[CH:7]([S:34]([CH3:37])(=[O:36])=[O:35])[CH2:8][CH2:9][CH:10]1[CH2:15][CH2:14][C:13]([S:24]([C:27]2[CH:32]=[CH:31][C:30]([Cl:33])=[CH:29][CH:28]=2)(=[O:26])=[O:25])([C:16]2[CH:21]=[C:20]([F:22])[CH:19]=[CH:18][C:17]=2[F:23])[CH2:12][CH2:11]1)C.Cl. Product: [Cl:33][C:30]1[CH:31]=[CH:32][C:27]([S:24]([C:13]2([C:16]3[CH:21]=[C:20]([F:22])[CH:19]=[CH:18][C:17]=3[F:23])[CH2:12][CH2:11][CH:10]([CH2:9][CH2:8][CH:7]([S:34]([CH3:37])(=[O:35])=[O:36])[C:6]([OH:38])=[O:5])[CH2:15][CH2:14]2)(=[O:25])=[O:26])=[CH:28][CH:29]=1. The catalyst class is: 132. (5) Reactant: [Cl:1][C:2]1[CH:7]=[CH:6][C:5]([NH:8][C:9]([NH2:11])=[S:10])=[CH:4][C:3]=1[O:12][CH3:13].Br[CH2:15][C:16](=O)[C:17]([OH:19])=[O:18]. Product: [Cl:1][C:2]1[CH:7]=[CH:6][C:5]([NH:8][C:9]2[S:10][CH:15]=[C:16]([C:17]([OH:19])=[O:18])[N:11]=2)=[CH:4][C:3]=1[O:12][CH3:13]. The catalyst class is: 8. (6) Reactant: Cl.Cl.[CH2:3]([O:10][C:11]1[CH:16]=[CH:15][N:14]([C:17]2[CH:18]=[N:19][C:20]([N:23]3[CH2:30][C@@H:29]4[C@@H:25]([CH2:26][NH:27][CH2:28]4)[CH2:24]3)=[CH:21][CH:22]=2)[C:13](=[O:31])[CH:12]=1)[C:4]1[CH:9]=[CH:8][CH:7]=[CH:6][CH:5]=1.[CH2:32](N(CC)CC)[CH3:33].C(=O)C.C(O[BH-](OC(=O)C)OC(=O)C)(=O)C.[Na+].C([O-])([O-])=O.[K+].[K+]. Product: [CH2:3]([O:10][C:11]1[CH:16]=[CH:15][N:14]([C:17]2[CH:18]=[N:19][C:20]([N:23]3[CH2:24][C@@H:25]4[C@@H:29]([CH2:28][N:27]([CH2:32][CH3:33])[CH2:26]4)[CH2:30]3)=[CH:21][CH:22]=2)[C:13](=[O:31])[CH:12]=1)[C:4]1[CH:5]=[CH:6][CH:7]=[CH:8][CH:9]=1. The catalyst class is: 4. (7) Reactant: C[O:2][C:3](=O)[CH:4]=[C:5]([C:10]1[CH:15]=[C:14]([C:16]([CH3:19])([CH3:18])[CH3:17])[CH:13]=[C:12]([C:20]([CH3:23])([CH3:22])[CH3:21])[C:11]=1[O:24][CH2:25][CH3:26])[C:6]([F:9])([F:8])[F:7].[H-].C([Al+]CC(C)C)C(C)C. Product: [F:7][C:6]([F:8])([F:9])[C:5]([C:10]1[CH:15]=[C:14]([C:16]([CH3:18])([CH3:17])[CH3:19])[CH:13]=[C:12]([C:20]([CH3:22])([CH3:21])[CH3:23])[C:11]=1[O:24][CH2:25][CH3:26])=[CH:4][CH2:3][OH:2]. The catalyst class is: 27.